This data is from Catalyst prediction with 721,799 reactions and 888 catalyst types from USPTO. The task is: Predict which catalyst facilitates the given reaction. (1) Reactant: [F:1][C:2]1[CH:27]=[C:26]([S:28]([CH3:31])(=[O:30])=[O:29])[CH:25]=[CH:24][C:3]=1[CH2:4][O:5][CH2:6][C@@H:7]1[CH2:9][C@@H:8]1[CH:10]1[CH2:15][CH2:14][N:13]([C:16]2[N:21]=[CH:20][C:19]([CH2:22][OH:23])=[CH:18][N:17]=2)[CH2:12][CH2:11]1.[H-].[Na+].[CH3:34]I. Product: [F:1][C:2]1[CH:27]=[C:26]([S:28]([CH3:31])(=[O:30])=[O:29])[CH:25]=[CH:24][C:3]=1[CH2:4][O:5][CH2:6][C@@H:7]1[CH2:9][C@@H:8]1[CH:10]1[CH2:11][CH2:12][N:13]([C:16]2[N:21]=[CH:20][C:19]([CH2:22][O:23][CH3:34])=[CH:18][N:17]=2)[CH2:14][CH2:15]1. The catalyst class is: 290. (2) Product: [CH3:13][CH:12]([CH3:14])[CH2:11][C@H:10]([NH:15][C:16](=[O:28])[C@@H:17]([NH:19][C:20]([C:22]1[N:23]([CH3:27])[N:24]=[CH:25][CH:26]=1)=[O:21])[CH3:18])[C:9]([OH:29])=[O:8]. Reactant: C([O:8][C:9](=[O:29])[C@@H:10]([NH:15][C:16](=[O:28])[C@@H:17]([NH:19][C:20]([C:22]1[N:23]([CH3:27])[N:24]=[CH:25][CH:26]=1)=[O:21])[CH3:18])[CH2:11][CH:12]([CH3:14])[CH3:13])C1C=CC=CC=1. The catalyst class is: 105. (3) Reactant: N[C@@H:2]1[CH2:7][CH2:6][N:5]([C:8]([O:10][C:11]([CH3:14])([CH3:13])[CH3:12])=[O:9])[CH2:4][C@H:3]1[C:15]([O:17][CH2:18][CH3:19])=[O:16].C(N([CH2:25][CH3:26])CC)C. Product: [CH2:11]([O:10][C:8]([C@@H:2]1[CH2:7][CH2:6][N:5]([C:8]([O:10][C:11]([CH3:14])([CH3:13])[CH3:12])=[O:9])[CH2:4][C@@H:3]1[C:15]([O:17][CH2:18][CH3:19])=[O:16])=[O:9])[C:26]1[CH:25]=[CH:4][CH:3]=[CH:2][CH:7]=1. The catalyst class is: 2. (4) Reactant: N#N.[F:3][CH:4]1[C:9](=[CH2:10])[CH2:8][CH2:7][N:6]([C:11]([O:13][C:14]([CH3:17])([CH3:16])[CH3:15])=[O:12])[CH2:5]1.B1C2CCCC1CCC2.CC([O-])=[O:29].[Na+].OO. Product: [F:3][C@H:4]1[C@@H:9]([CH2:10][OH:29])[CH2:8][CH2:7][N:6]([C:11]([O:13][C:14]([CH3:17])([CH3:16])[CH3:15])=[O:12])[CH2:5]1.[F:3][C@H:4]1[C@H:9]([CH2:10][OH:29])[CH2:8][CH2:7][N:6]([C:11]([O:13][C:14]([CH3:17])([CH3:16])[CH3:15])=[O:12])[CH2:5]1. The catalyst class is: 20. (5) Reactant: [CH2:1]1[C:10]2[C:5](=[CH:6][C:7]([NH:11][C:12]([C:14]3[CH2:19][CH2:18][CH2:17][CH2:16][C:15]=3[C:20]3[CH:25]=[CH:24][C:23]([C:26]([F:29])([F:28])[F:27])=[CH:22][CH:21]=3)=[O:13])=[CH:8][CH:9]=2)[CH2:4][CH2:3][NH:2]1.[CH3:30][C:31]1[CH:32]=[C:33]([CH:36]=[CH:37][CH:38]=1)[CH:34]=O.C(O[BH-](OC(=O)C)OC(=O)C)(=O)C.[Na+]. The catalyst class is: 4. Product: [CH3:30][C:31]1[CH:32]=[C:33]([CH:36]=[CH:37][CH:38]=1)[CH2:34][N:2]1[CH2:3][CH2:4][C:5]2[C:10](=[CH:9][CH:8]=[C:7]([NH:11][C:12]([C:14]3[CH2:19][CH2:18][CH2:17][CH2:16][C:15]=3[C:20]3[CH:21]=[CH:22][C:23]([C:26]([F:27])([F:28])[F:29])=[CH:24][CH:25]=3)=[O:13])[CH:6]=2)[CH2:1]1. (6) Reactant: [F:1][C:2]1[CH:3]=[CH:4][C:5]([O:10][CH:11]2[CH2:16][CH2:15][S:14][CH2:13][CH2:12]2)=[C:6]([CH:9]=1)[CH:7]=O.[Li+].C[Si]([N-:22][Si](C)(C)C)(C)C.[C:27](Cl)(=[O:29])[CH3:28].[CH3:31][SiH:32]([CH3:34])[CH3:33]. Product: [F:1][C:2]1[CH:3]=[CH:4][C:5]([O:10][CH:11]2[CH2:16][CH2:15][S:14][CH2:13][CH2:12]2)=[C:6]([CH:7]=[N:22][C:27]([O:29][Si:32]([CH3:34])([CH3:33])[CH3:31])=[CH2:28])[CH:9]=1. The catalyst class is: 66.